Dataset: Peptide-MHC class II binding affinity with 134,281 pairs from IEDB. Task: Regression. Given a peptide amino acid sequence and an MHC pseudo amino acid sequence, predict their binding affinity value. This is MHC class II binding data. (1) The MHC is DRB1_0802 with pseudo-sequence DRB1_0802. The binding affinity (normalized) is 0. The peptide sequence is LYKGVYELQTLELNM. (2) The peptide sequence is GTMAGCGYLMFLGGV. The MHC is DRB1_0101 with pseudo-sequence DRB1_0101. The binding affinity (normalized) is 0.597. (3) The peptide sequence is KKTLRLPKMLETEIV. The MHC is DRB1_0401 with pseudo-sequence DRB1_0401. The binding affinity (normalized) is 0.0841. (4) The peptide sequence is ADNSLDYAANFSHML. The MHC is DRB1_0401 with pseudo-sequence DRB1_0401. The binding affinity (normalized) is 0.397. (5) The peptide sequence is EHREVLWKFDSQLAHRH. The MHC is DRB3_0101 with pseudo-sequence DRB3_0101. The binding affinity (normalized) is 0.722. (6) The peptide sequence is FVQALTTAAASYASV. The binding affinity (normalized) is 0.765. The MHC is DRB1_0701 with pseudo-sequence DRB1_0701.